From a dataset of Full USPTO retrosynthesis dataset with 1.9M reactions from patents (1976-2016). Predict the reactants needed to synthesize the given product. (1) Given the product [Cl:1][C:2]1[CH:3]=[N:4][CH:5]=[CH:6][C:7]=1[C:8]1[CH:13]=[CH:12][C:11]([NH:14][C:15]2[CH:27]=[CH:26][C:25]([CH3:28])=[CH:24][C:16]=2[C:17]([OH:19])=[O:18])=[CH:10][N:9]=1, predict the reactants needed to synthesize it. The reactants are: [Cl:1][C:2]1[CH:3]=[N:4][CH:5]=[CH:6][C:7]=1[C:8]1[CH:13]=[CH:12][C:11]([NH:14][C:15]2[CH:27]=[CH:26][C:25]([CH3:28])=[CH:24][C:16]=2[C:17]([O:19]C(C)(C)C)=[O:18])=[CH:10][N:9]=1. (2) Given the product [Br:1][C:2]1[CH:3]=[CH:4][CH:5]=[C:6]2[C:11]=1[NH:10][C:9](=[O:12])[CH:8]=[N:7]2, predict the reactants needed to synthesize it. The reactants are: [Br:1][C:2]1[CH:3]=[CH:4][CH:5]=[C:6]2[C:11]=1[NH:10][C:9](=[O:12])[CH2:8][NH:7]2.C(OC(=O)CNC1C=CC=C(Br)C=1N)C.[OH-].[Na+].OO. (3) Given the product [C:1]([C:5]1[S:13][C:12]2[C:11]([O:14][S:36]([C:25]3[C:26]([CH:33]([CH3:34])[CH3:35])=[CH:27][C:28]([CH:30]([CH3:32])[CH3:31])=[CH:29][C:24]=3[CH:21]([CH3:23])[CH3:22])(=[O:38])=[O:37])=[N:10][C:9]([C:15]3[CH:16]=[CH:17][N:18]=[CH:19][CH:20]=3)=[N:8][C:7]=2[CH:6]=1)([CH3:4])([CH3:2])[CH3:3], predict the reactants needed to synthesize it. The reactants are: [C:1]([C:5]1[S:13][C:12]2[C:11]([OH:14])=[N:10][C:9]([C:15]3[CH:20]=[CH:19][N:18]=[CH:17][CH:16]=3)=[N:8][C:7]=2[CH:6]=1)([CH3:4])([CH3:3])[CH3:2].[CH:21]([C:24]1[CH:29]=[C:28]([CH:30]([CH3:32])[CH3:31])[CH:27]=[C:26]([CH:33]([CH3:35])[CH3:34])[C:25]=1[S:36](Cl)(=[O:38])=[O:37])([CH3:23])[CH3:22].CCN(CC)CC. (4) Given the product [F:38][C:39]1[CH:40]=[C:41]([CH:44]=[CH:45][CH:46]=1)[CH2:42][NH:20][C:18]([C:16]1[N:17]2[CH2:12][CH2:13][O:14][C:8]3[CH:7]=[CH:6][C:5]([C:4]#[C:3][C@@:2]([OH:1])([C:32]4[CH:36]=[C:35]([CH3:37])[O:34][N:33]=4)[CH3:31])=[CH:30][C:9]=3[C:10]2=[N:11][C:15]=1[C:21]([NH2:23])=[O:22])=[O:19], predict the reactants needed to synthesize it. The reactants are: [OH:1][C@:2]([C:32]1[CH:36]=[C:35]([CH3:37])[O:34][N:33]=1)([CH3:31])[C:3]#[C:4][C:5]1[CH:6]=[CH:7][C:8]2[O:14][CH2:13][CH2:12][N:11]3[C:15]([C:21]([NH:23]C4CCOCC4)=[O:22])=[C:16]([C:18]([NH2:20])=[O:19])[N:17]=[C:10]3[C:9]=2[CH:30]=1.[F:38][C:39]1[CH:40]=[C:41]([CH:44]=[CH:45][CH:46]=1)[CH2:42]N. (5) Given the product [OH:8][CH2:9][CH2:10][N:11]1[CH:15]=[C:14]([NH:16][C:17]2[CH:25]=[C:24]([N:26]3[C:34]4[CH2:33][C:32]([CH3:35])([CH3:36])[CH2:31][C:30](=[O:37])[C:29]=4[C:28]([CH3:38])=[N:27]3)[CH:23]=[CH:22][C:18]=2[C:19]([NH2:21])=[O:20])[CH:13]=[N:12]1, predict the reactants needed to synthesize it. The reactants are: C([O:8][CH2:9][CH2:10][N:11]1[CH:15]=[C:14]([NH:16][C:17]2[CH:25]=[C:24]([N:26]3[C:34]4[CH2:33][C:32]([CH3:36])([CH3:35])[CH2:31][C:30](=[O:37])[C:29]=4[C:28]([CH3:38])=[N:27]3)[CH:23]=[CH:22][C:18]=2[C:19]([NH2:21])=[O:20])[CH:13]=[N:12]1)C1C=CC=CC=1.C1CCCCC=1.C(O)(=O)C. (6) Given the product [C:34]([O:39][C:40]1[CH:45]=[C:44]([OH:46])[CH:43]=[CH:42][C:41]=1[NH:47][C:29](=[O:31])/[CH:28]=[C:27](\[CH3:32])/[CH:26]=[CH:25]/[CH:24]=[C:23](\[CH3:33])/[CH:22]=[CH:21]/[C:14]1[C:15]([CH3:19])([CH3:20])[CH2:16][CH2:17][CH2:18][C:13]=1[CH3:12])(=[O:38])[CH2:35][CH2:36][CH3:37], predict the reactants needed to synthesize it. The reactants are: CCN=C=NCCCN(C)C.[CH3:12][C:13]1[CH2:18][CH2:17][CH2:16][C:15]([CH3:20])([CH3:19])[C:14]=1/[CH:21]=[CH:22]/[C:23](/[CH3:33])=[CH:24]/[CH:25]=[CH:26]/[C:27](/[CH3:32])=[CH:28]/[C:29]([OH:31])=O.[C:34]([O:39][C:40]1[CH:45]=[C:44]([OH:46])[CH:43]=[CH:42][C:41]=1[NH2:47])(=[O:38])[CH2:35][CH2:36][CH3:37].